Dataset: Forward reaction prediction with 1.9M reactions from USPTO patents (1976-2016). Task: Predict the product of the given reaction. (1) Given the reactants [Br:1][CH2:2][CH2:3][CH2:4]Br.C(=O)([O-])[O-].[K+].[K+].[CH:12]1([C:15]([C:17]2[CH:22]=[CH:21][C:20]([OH:23])=[CH:19][CH:18]=2)=[O:16])[CH2:14][CH2:13]1, predict the reaction product. The product is: [Br:1][CH2:2][CH2:3][CH2:4][O:23][C:20]1[CH:19]=[CH:18][C:17]([C:15]([CH:12]2[CH2:13][CH2:14]2)=[O:16])=[CH:22][CH:21]=1. (2) Given the reactants [F:1][C:2]1[CH:22]=[CH:21][C:5]([CH2:6][O:7][C:8]2[CH:13]=[CH:12][C:11]([CH:14]([CH:18]([CH3:20])[CH3:19])[C:15](O)=[O:16])=[CH:10][CH:9]=2)=[CH:4][CH:3]=1.C(N1C=CN=C1)(N1C=CN=C1)=O.N1C=CN=C1.[H-].[Na+].[NH2:42][C:43]1[S:44][S:45][C:46](=[S:48])[N:47]=1.O.[Cl-].[NH4+], predict the reaction product. The product is: [F:1][C:2]1[CH:22]=[CH:21][C:5]([CH2:6][O:7][C:8]2[CH:13]=[CH:12][C:11]([CH:14]([CH:18]([CH3:20])[CH3:19])[C:15]([NH:42][C:43]3[S:44][S:45][C:46](=[S:48])[N:47]=3)=[O:16])=[CH:10][CH:9]=2)=[CH:4][CH:3]=1. (3) Given the reactants [CH3:1][O:2][C:3]1[CH:4]=[C:5]([CH2:11][CH2:12][C:13]2[N:14]=[C:15]3[CH:21]=[C:20]([C:22]4[CH:27]=[CH:26][N:25]=[C:24]([C:28]([OH:30])=O)[CH:23]=4)[NH:19][C:16]3=[N:17][CH:18]=2)[CH:6]=[C:7]([O:9][CH3:10])[CH:8]=1.Cl.[OH:32][CH:33]1[CH2:36][NH:35][CH2:34]1, predict the reaction product. The product is: [CH3:1][O:2][C:3]1[CH:4]=[C:5]([CH:6]=[C:7]([O:9][CH3:10])[CH:8]=1)[CH2:11][CH2:12][C:13]1[N:14]=[C:15]2[CH:21]=[C:20]([C:22]3[CH:27]=[CH:26][N:25]=[C:24]([C:28]([N:35]4[CH2:36][CH:33]([OH:32])[CH2:34]4)=[O:30])[CH:23]=3)[NH:19][C:16]2=[N:17][CH:18]=1.